From a dataset of Reaction yield outcomes from USPTO patents with 853,638 reactions. Predict the reaction yield, written as a fraction of the theoretical maximum amount of product (1.0 means a 100% yield; for example, 0.34 means a 34% yield). (1) The reactants are [Cl:1][C:2]1[CH:3]=[CH:4][C:5]2[O:9][C:8]([C:10](O)=[O:11])=[C:7]([CH3:13])[C:6]=2[C:14]=1[O:15][CH3:16].B.C1COCC1. The catalyst is C1COCC1. The product is [Cl:1][C:2]1[CH:3]=[CH:4][C:5]2[O:9][C:8]([CH2:10][OH:11])=[C:7]([CH3:13])[C:6]=2[C:14]=1[O:15][CH3:16]. The yield is 0.990. (2) The reactants are [CH:1]([C:3]1[CH:8]=[C:7](Br)[CH:6]=[C:5]([CH:10]=[O:11])[C:4]=1[OH:12])=[O:2].[CH:13]#[C:14][CH2:15][CH2:16][CH2:17][CH2:18][CH2:19][CH2:20][CH2:21][CH2:22][CH2:23][CH3:24]. The catalyst is C(#N)C.[Cu]I.C1(C=CC=CC=1)[P](C1C=CC=CC=1)(C1C=CC=CC=1)[Pd][P](C1C=CC=CC=1)(C1C=CC=CC=1)C1C=CC=CC=1. The product is [CH:1]([C:3]1[CH:8]=[C:7]([C:13]#[C:14][CH2:15][CH2:16][CH2:17][CH2:18][CH2:19][CH2:20][CH2:21][CH2:22][CH2:23][CH3:24])[CH:6]=[C:5]([CH:10]=[O:11])[C:4]=1[OH:12])=[O:2]. The yield is 0.460. (3) The reactants are [CH3:1][O:2][C:3]1[C:4]([O:12][CH2:13][CH2:14][CH3:15])=[C:5]([CH2:9][NH:10][CH3:11])[CH:6]=[CH:7][CH:8]=1.[O:16]=[C:17]1[CH2:22][O:21][C:20]2[CH:23]=[C:24](/[CH:27]=[CH:28]/[C:29]([OH:31])=O)[CH:25]=[N:26][C:19]=2[NH:18]1.ON1C2C=CC=CC=2N=N1.C(N(C(C)C)CC)(C)C.CN(C)CCCN=C=NCC. The catalyst is CN(C=O)C. The product is [CH3:1][O:2][C:3]1[C:4]([O:12][CH2:13][CH2:14][CH3:15])=[C:5]([CH:6]=[CH:7][CH:8]=1)[CH2:9][N:10]([CH3:11])[C:29](=[O:31])/[CH:28]=[CH:27]/[C:24]1[CH:25]=[N:26][C:19]2[NH:18][C:17](=[O:16])[CH2:22][O:21][C:20]=2[CH:23]=1. The yield is 0.360. (4) The reactants are [O:1]=[S:2]1(=[O:28])[C:7]2[CH:8]=[CH:9][CH:10]=[CH:11][C:6]=2[NH:5][C:4]([C:12]2[C:17](=[O:18])[N:16]([N:19]=[CH:20][CH:21]([CH3:23])[CH3:22])[C:15]3[CH:24]=[CH:25][S:26][C:14]=3[C:13]=2[OH:27])=[N:3]1.CO.[BH4-].[Li+].Cl. The catalyst is O1CCCC1.O. The product is [O:28]=[S:2]1(=[O:1])[C:7]2[CH:8]=[CH:9][CH:10]=[CH:11][C:6]=2[NH:5][C:4]([C:12]2[C:17](=[O:18])[N:16]([NH:19][CH2:20][CH:21]([CH3:22])[CH3:23])[C:15]3[CH:24]=[CH:25][S:26][C:14]=3[C:13]=2[OH:27])=[N:3]1. The yield is 0.420. (5) The reactants are [NH2:1][C:2]1[C:3]([O:14][C:15]2[CH:16]=[C:17]([CH:33]=[CH:34][CH:35]=2)[O:18][CH2:19][CH:20]2[CH2:25][CH2:24][N:23]([C:26]([O:28][C:29]([CH3:32])([CH3:31])[CH3:30])=[O:27])[CH2:22][CH2:21]2)=[CH:4][C:5]2[N:9]([CH3:10])[C:8](=[O:11])[N:7]([CH3:12])[C:6]=2[CH:13]=1.N1C=CC=CC=1.[CH3:42][N:43]1[CH:47]=[C:46]([S:48](Cl)(=[O:50])=[O:49])[N:45]=[C:44]1[CH3:52]. The catalyst is C(Cl)Cl. The product is [CH3:42][N:43]1[CH:47]=[C:46]([S:48]([NH:1][C:2]2[C:3]([O:14][C:15]3[CH:16]=[C:17]([CH:33]=[CH:34][CH:35]=3)[O:18][CH2:19][CH:20]3[CH2:25][CH2:24][N:23]([C:26]([O:28][C:29]([CH3:31])([CH3:32])[CH3:30])=[O:27])[CH2:22][CH2:21]3)=[CH:4][C:5]3[N:9]([CH3:10])[C:8](=[O:11])[N:7]([CH3:12])[C:6]=3[CH:13]=2)(=[O:50])=[O:49])[N:45]=[C:44]1[CH3:52]. The yield is 0.0300.